Dataset: Reaction yield outcomes from USPTO patents with 853,638 reactions. Task: Predict the reaction yield, written as a fraction of the theoretical maximum amount of product (1.0 means a 100% yield; for example, 0.34 means a 34% yield). The reactants are [N+:1]([C:4]1[CH:9]=[CH:8][C:7]([CH2:10][C:11]([OH:13])=[O:12])=[CH:6][CH:5]=1)([O-:3])=[O:2].S(Cl)(Cl)=O.[CH3:18]COC(C)=O.CCCCCCC. The catalyst is CO. The product is [CH3:18][O:12][C:11](=[O:13])[CH2:10][C:7]1[CH:6]=[CH:5][C:4]([N+:1]([O-:3])=[O:2])=[CH:9][CH:8]=1. The yield is 1.00.